Dataset: Experimentally validated miRNA-target interactions with 360,000+ pairs, plus equal number of negative samples. Task: Binary Classification. Given a miRNA mature sequence and a target amino acid sequence, predict their likelihood of interaction. (1) The miRNA is ath-miR172b-3p with sequence AGAAUCUUGAUGAUGCUGCAU. The protein sequence of the target gene is MDVFAFNASLSMCKDVAGIAGNIFAFGLFVSPMPTFRRIMRNKSTEQFSGLPYIYALLNCLICLWYGTPFISHSNAMLMTVNSVGATFQLCYIILFIMHTDKKNKMKMLGLLFVVFAVVGVIVAGSLQIPDQLTRWYFVGFLSCGSLVSMFASPLFVINLVIRTKSVEFMPFYLSLSTFLMSASFLLYGLFNSDAFVYTPNGIGTILGIVQLALYCYYHRNSIEEETKEPLIVSYV. Result: 1 (interaction). (2) The miRNA is hsa-miR-4451 with sequence UGGUAGAGCUGAGGACA. Result: 0 (no interaction). The protein sequence of the target gene is MASSSNWLSGVNVVLVMAYGSLVFVLLFIFVKRQIMRFAMKSRRGPHVPVGHNAPKDLKEEIDIRLSRVQDIKYEPQLLADDDTRLLQLETQGNQSCYNYLYRMKALDAIRASEIPFHAEGRHPCSLMGKNFRSYLLDLRNTSTPFKGVGKALIDTLLDGYETARYGTGVFGQSEYLRYQEALSELATVVKARIGSSQRQHQSAAKDLTQSPEMSPTTIQVTYLPSSQKSKRPKHFLELKSFKDNYNTLESTL. (3) The miRNA is mmu-miR-30b-5p with sequence UGUAAACAUCCUACACUCAGCU. The protein sequence of the target gene is MFRNQYDNDVTVWSPQGRIHQIEYAMEAVKQGSATVGLKSKTHAVLVALKRAQSELAAHQKKILHVDNHIGISIAGLTADARLLCNFMRQECLDSRFVFDRPLPVSRLVSLIGSKTQIPTQRYGRRPYGVGLLIAGYDDMGPHIFQTCPSANYFDCRAMSIGARSQSARTYLERHMSEFMECNLNELVKHGLRALRETLPAEQDLTTKNVSIGIVGKDLEFTIYDDDDVSPFLEGLEERPQRKAQPAQPADEPAEKADEPMEH. Result: 0 (no interaction). (4) The miRNA is hsa-miR-148b-3p with sequence UCAGUGCAUCACAGAACUUUGU. The protein sequence of the target gene is MGERAGSPGTDQERKAGKHHYSYLSDFETPQSSGRSSLVSSSPASVRRKNPKRQTSDGQVHHQAPRKPSPKGLPNRKGVRVGFRSQSLNREPLRKDTDLVTKRILSARLLKINELQNEVSELQVKLAELLKENKSLKRLQYRQEKALNKFEDAENEISQLIFRHNNEITALKERLRKSQEKERATEKRVKDTESELFRTKFSLQKLKEISEARHLPERDDLAKKLVSAELKLDDTERRIKELSKNLELSTNSFQRQLLAERKRAYEAHDENKVLQKEVQRLYHKLKEKERELDIKNIYSN.... Result: 1 (interaction). (5) The miRNA is hsa-miR-765 with sequence UGGAGGAGAAGGAAGGUGAUG. The protein sequence of the target gene is MPNSERHGGKKDGSGGASGTLQPSSGGGSSNSRERHRLVSKHKRHKSKHSKDMGLVTPEAASLGTVIKPLVEYDDISSDSDTFSDDMAFKLDRRENDERRGSDRSDRLHKHRHHQHRRSRDLLKAKQTEKEKSQEVSSKSGSMKDRISGSSKRSNEETDDYGKAQVAKSSSKESRSSKLHKEKTRKERELKSGHKDRSKSHRKRETPKSYKTVDSPKRRSRSPHRKWSDSSKQDDSPSGASYGQDYDLSPSRSHTSSNYDSYKKSPGSTSRRQSVSPPYKEPSAYQSSTRSPSPYSRRQR.... Result: 1 (interaction). (6) The miRNA is hsa-miR-4637 with sequence UACUAACUGCAGAUUCAAGUGA. The protein sequence of the target gene is MESMLNKLKSTVTKVTADVTSAVMGNPVTREFDVGRHIASGGNGLAWKIFNGTKKSTKQEVAVFVFDKKLIDKYQKFEKDQIIDSLKRGVQQLTRLRHPRLLTVQHPLEESRDCLAFCTEPVFASLANVLGNWENLPSPISPDIKDYKLYDVETKYGLLQVSEGLSFLHSSVKMVHGNITPENIILNKSGAWKIMGFDFCVSSTNPSEQEPKFPCKEWDPNLPSLCLPNPEYLAPEYILSVSCETASDMYSLGTVMYAVFNKGKPIFEVNKQDIYKSFSRQLDQLSRLGSSSLTNIPEEV.... Result: 0 (no interaction).